This data is from Catalyst prediction with 721,799 reactions and 888 catalyst types from USPTO. The task is: Predict which catalyst facilitates the given reaction. (1) Reactant: Cl[C:2]1[C:3]2[N:11]=[C:10]([C:12]3[CH:17]=[CH:16][C:15]([O:18][CH3:19])=[C:14]([CH3:20])[CH:13]=3)[CH:9]=[CH:8][C:4]=2[N:5]=[CH:6][N:7]=1.[NH:21]1[CH2:26][CH2:25][NH:24][CH2:23][CH2:22]1. Product: [N:21]1([C:2]2[C:3]3[N:11]=[C:10]([C:12]4[CH:17]=[CH:16][C:15]([O:18][CH3:19])=[C:14]([CH3:20])[CH:13]=4)[CH:9]=[CH:8][C:4]=3[N:5]=[CH:6][N:7]=2)[CH2:26][CH2:25][NH:24][CH2:23][CH2:22]1. The catalyst class is: 32. (2) Reactant: [C:1](O[BH-](OC(=O)C)OC(=O)C)(=O)C.[Na+].[CH3:15][CH:16]([O:18][C:19]1[CH:26]=[CH:25][C:24]([C:27]2[O:31][N:30]=[C:29]([C:32]3[CH:33]=[C:34]4[C:39](=[CH:40][CH:41]=3)[CH2:38][NH:37][CH2:36][CH2:35]4)[N:28]=2)=[CH:23][C:20]=1[C:21]#[N:22])[CH3:17].[O:42]=[CH:43][C@@H:44]([CH2:46]O)[OH:45].C(=O)([O-])O.[Na+].C(Cl)[Cl:54]. Product: [ClH:54].[OH:45][C@H:44]([CH2:43][OH:42])[CH2:46][N:37]1[CH2:36][CH2:35][C:34]2[C:39](=[CH:40][CH:41]=[C:32]([C:29]3[N:28]=[C:27]([C:24]4[CH:25]=[CH:26][C:19]([O:18][CH:16]([CH3:15])[CH3:17])=[C:20]([CH:23]=4)[C:21]#[N:22])[O:31][N:30]=3)[C:33]=2[CH3:1])[CH2:38]1. The catalyst class is: 5.